This data is from Full USPTO retrosynthesis dataset with 1.9M reactions from patents (1976-2016). The task is: Predict the reactants needed to synthesize the given product. (1) Given the product [CH3:34][NH:33][C:32](=[O:35])[C:28]1[CH:29]=[CH:30][CH:31]=[C:26]([C:23]2[CH:24]=[CH:25][C:20]([O:19][C@@H:8]3[C@@H:9]([OH:15])[C@@H:9]([OH:15])[C@H:8]([OH:19])[C@@H:45]([C@@H:32]([OH:35])[CH:28]([CH3:29])[CH3:27])[O:46]3)=[C:21]([CH3:36])[CH:22]=2)[CH:27]=1, predict the reactants needed to synthesize it. The reactants are: C(O[C@@H]1[C@H](CC([O-])=O)[C@H:9]([O:15]C(=O)C)[C@@H:8]([O:19][C:20]2[CH:25]=[CH:24][C:23]([C:26]3[CH:31]=[CH:30][CH:29]=[C:28]([C:32](=[O:35])[NH:33][CH3:34])[CH:27]=3)=[CH:22][C:21]=2[CH3:36])O[C@@H]1[C@@H](OC(=O)C)C(C)C)(=O)C.[CH3:45][O-:46].[Na+]. (2) Given the product [NH2:20][C:21]1[S:22][C:23]([C:29]2[CH:30]=[C:31]([CH3:35])[CH:32]=[CH:33][CH:34]=2)=[C:24]([C:26]([N:3]2[CH2:4][C@H:5]3[C@H:1]([CH2:6]3)[C@H:2]2[CH2:7][NH:8][C:9]([C:11]2[N:18]3[C:14]([S:15][CH:16]=[CH:17]3)=[N:13][C:12]=2[CH3:19])=[O:10])=[O:27])[N:25]=1, predict the reactants needed to synthesize it. The reactants are: [C@H:1]12[CH2:6][C@H:5]1[CH2:4][NH:3][C@@H:2]2[CH2:7][NH:8][C:9]([C:11]1[N:18]2[C:14]([S:15][CH:16]=[CH:17]2)=[N:13][C:12]=1[CH3:19])=[O:10].[NH2:20][C:21]1[S:22][C:23]([C:29]2[CH:30]=[C:31]([CH3:35])[CH:32]=[CH:33][CH:34]=2)=[C:24]([C:26](O)=[O:27])[N:25]=1. (3) Given the product [CH3:1][O:2][C:3]1[CH:4]=[C:5]([C:11](=[O:16])[C:12](=[N:21][OH:22])[C:13](=[O:15])[CH3:14])[CH:6]=[CH:7][C:8]=1[O:9][CH3:10], predict the reactants needed to synthesize it. The reactants are: [CH3:1][O:2][C:3]1[CH:4]=[C:5]([C:11](=[O:16])[CH2:12][C:13](=[O:15])[CH3:14])[CH:6]=[CH:7][C:8]=1[O:9][CH3:10].C(O)(=O)C.[N:21]([O-])=[O:22].[Na+].